Dataset: hERG potassium channel inhibition data for cardiac toxicity prediction from Karim et al.. Task: Regression/Classification. Given a drug SMILES string, predict its toxicity properties. Task type varies by dataset: regression for continuous values (e.g., LD50, hERG inhibition percentage) or binary classification for toxic/non-toxic outcomes (e.g., AMES mutagenicity, cardiotoxicity, hepatotoxicity). Dataset: herg_karim. (1) The result is 1 (blocker). The molecule is COc1ccc(N2CCN(C(C)=O)CC2)cc1Nc1ncc(Cl)c(-c2cnc3ccccn23)n1. (2) The drug is CCC(C)(C)Cc1c[nH]c(CCc2ccc(-c3ccccn3)cc2)n1. The result is 1 (blocker). (3) The compound is COc1cccc(-c2cccc(C3(C)COCC(N)=N3)c2)c1. The result is 1 (blocker). (4) The molecule is CC#CCn1c(N2CCCC(N)C2)nc2c1c(=O)n(Cc1nc(C)c3ccccc3n1)c(=O)n2C. The result is 0 (non-blocker). (5) The molecule is CC(=O)C1CCN(CCOc2ccn(-c3ccc(Cl)c(Cl)c3)n2)CC1. The result is 1 (blocker). (6) The result is 1 (blocker). The drug is Cc1ccc2c(N3CCN(CCc4cccc(N5CCOC5=O)c4)CC3)cccc2n1. (7) The molecule is N#Cc1cccc(-c2cccc(Cl)c2CC(c2cccnc2)c2cccnc2)c1. The result is 1 (blocker).